From a dataset of Full USPTO retrosynthesis dataset with 1.9M reactions from patents (1976-2016). Predict the reactants needed to synthesize the given product. Given the product [Br:1][C:2]1[C:11]2[C:6](=[CH:7][CH:8]=[CH:9][CH:10]=2)[C:5]([C:12]2[CH2:32][C:31]([C:29]3[CH:28]=[C:27]([Cl:37])[CH:26]=[C:25]([Cl:24])[CH:30]=3)([C:33]([F:34])([F:36])[F:35])[O:15][N:14]=2)=[CH:4][CH:3]=1, predict the reactants needed to synthesize it. The reactants are: [Br:1][C:2]1[C:11]2[C:6](=[CH:7][CH:8]=[CH:9][CH:10]=2)[C:5]([C:12](=[N:14][OH:15])[O-])=[CH:4][CH:3]=1.ClN1C(=O)CCC1=O.[Cl:24][C:25]1[CH:30]=[C:29]([C:31]([C:33]([F:36])([F:35])[F:34])=[CH2:32])[CH:28]=[C:27]([Cl:37])[CH:26]=1.C(N(CC)CC)C.